Task: Predict the reaction yield, written as a fraction of the theoretical maximum amount of product (1.0 means a 100% yield; for example, 0.34 means a 34% yield).. Dataset: Reaction yield outcomes from USPTO patents with 853,638 reactions The reactants are [CH3:1][O:2][C:3](=[O:24])[C:4]1[CH:9]=[CH:8][C:7](N)=[CH:6][C:5]=1[NH:11][C:12](=[O:23])[C:13]1[CH:18]=[CH:17][C:16]([C:19]([CH3:22])([CH3:21])[CH3:20])=[CH:15][CH:14]=1.N([O-])=[O:26].[Na+].OS(O)(=O)=O. The catalyst is FC(F)(F)C(O)=O.O. The product is [CH3:1][O:2][C:3](=[O:24])[C:4]1[CH:9]=[CH:8][C:7]([OH:26])=[CH:6][C:5]=1[NH:11][C:12](=[O:23])[C:13]1[CH:18]=[CH:17][C:16]([C:19]([CH3:22])([CH3:21])[CH3:20])=[CH:15][CH:14]=1. The yield is 0.710.